From a dataset of Full USPTO retrosynthesis dataset with 1.9M reactions from patents (1976-2016). Predict the reactants needed to synthesize the given product. (1) Given the product [CH3:37][O:36][C:34]1[CH:33]=[CH:32][C:29]([CH:30]([C:2]2[CH:7]=[CH:6][C:5]([O:8][Si:9]([CH:16]([CH3:18])[CH3:17])([CH:13]([CH3:15])[CH3:14])[CH:10]([CH3:12])[CH3:11])=[CH:4][CH:3]=2)[OH:31])=[C:28]([O:27][CH2:26][O:25][CH3:24])[CH:35]=1, predict the reactants needed to synthesize it. The reactants are: Br[C:2]1[CH:7]=[CH:6][C:5]([O:8][Si:9]([CH:16]([CH3:18])[CH3:17])([CH:13]([CH3:15])[CH3:14])[CH:10]([CH3:12])[CH3:11])=[CH:4][CH:3]=1.C([Li])CCC.[CH3:24][O:25][CH2:26][O:27][C:28]1[CH:35]=[C:34]([O:36][CH3:37])[CH:33]=[CH:32][C:29]=1[CH:30]=[O:31].O. (2) Given the product [CH:24]1[C:25]2[N:13]([CH2:10][CH2:11][CH2:12][C:31]3[CH:32]=[C:27]([Br:26])[CH:28]=[C:29]([Br:34])[CH:30]=3)[C:14]3[C:19](=[CH:18][CH:17]=[CH:16][CH:15]=3)[C:20]=2[CH:21]=[CH:22][CH:23]=1, predict the reactants needed to synthesize it. The reactants are: B1C2CCCC1CCC2.[CH2:10]([N:13]1[C:25]2[CH:24]=[CH:23][CH:22]=[CH:21][C:20]=2[C:19]2[C:14]1=[CH:15][CH:16]=[CH:17][CH:18]=2)[CH:11]=[CH2:12].[Br:26][C:27]1[CH:32]=[C:31](Br)[CH:30]=[C:29]([Br:34])[CH:28]=1.C([O-])([O-])=O.[K+].[K+]. (3) Given the product [Cl:1][C:2]1[CH:3]=[C:4]2[C:9](=[CH:10][C:11]=1[C:12]([N:66]1[CH2:67][CH2:68][NH:63][C:64](=[O:69])[CH2:65]1)=[O:14])[N:8]=[CH:7][N:6]=[C:5]2[NH:15][CH:16]([C:18]1[NH:22][C:21]2[CH:23]=[CH:24][C:25]([Cl:27])=[CH:26][C:20]=2[N:19]=1)[CH3:17], predict the reactants needed to synthesize it. The reactants are: [Cl:1][C:2]1[CH:3]=[C:4]2[C:9](=[CH:10][C:11]=1[C:12]([OH:14])=O)[N:8]=[CH:7][N:6]=[C:5]2[NH:15][CH:16]([C:18]1[NH:22][C:21]2[CH:23]=[CH:24][C:25]([Cl:27])=[CH:26][C:20]=2[N:19]=1)[CH3:17].FC1C(OC(N(C)C)=[N+](C)C)=C(F)C(F)=C(F)C=1F.F[P-](F)(F)(F)(F)F.C(N(C(C)C)CC)(C)C.[NH:63]1[CH2:68][CH2:67][NH:66][CH2:65][C:64]1=[O:69]. (4) Given the product [CH:16]1([C@H:15]2[N:10]([C:9]3[CH:8]=[C:7]([C:29]#[C:30][C:31]([CH3:34])([CH3:33])[CH3:32])[S:6][C:5]=3[C:3]([OH:4])=[O:2])[C:11](=[O:28])[C@:12]([CH2:23][CH:24]([OH:27])[CH2:25][OH:26])([CH3:22])[O:13][CH2:14]2)[CH2:17][CH2:18][CH2:19][CH2:20][CH2:21]1, predict the reactants needed to synthesize it. The reactants are: C[O:2][C:3]([C:5]1[S:6][C:7]([C:29]#[C:30][C:31]([CH3:34])([CH3:33])[CH3:32])=[CH:8][C:9]=1[N:10]1[C@H:15]([CH:16]2[CH2:21][CH2:20][CH2:19][CH2:18][CH2:17]2)[CH2:14][O:13][C@@:12]([CH2:23][CH:24]([OH:27])[CH2:25][OH:26])([CH3:22])[C:11]1=[O:28])=[O:4].CO.O.O[Li].O. (5) The reactants are: [CH3:1][O:2][C:3](=[O:15])[C:4](=O)[CH:5](Cl)[C:6]1[CH:11]=[CH:10][CH:9]=[CH:8][C:7]=1[F:12].[C:16]([NH2:19])(=[S:18])[CH3:17]. Given the product [CH3:1][O:2][C:3]([C:4]1[N:19]=[C:16]([CH3:17])[S:18][C:5]=1[C:6]1[CH:11]=[CH:10][CH:9]=[CH:8][C:7]=1[F:12])=[O:15], predict the reactants needed to synthesize it. (6) Given the product [Cl:1][C:2]1[CH:3]=[C:4]2[C:8](=[C:9]([C:11]([O:13][CH3:14])=[O:12])[CH:10]=1)[N:7]([CH2:18][CH:17]([O:20][CH3:21])[O:16][CH3:15])[N:6]=[CH:5]2, predict the reactants needed to synthesize it. The reactants are: [Cl:1][C:2]1[CH:3]=[C:4]2[C:8](=[C:9]([C:11]([O:13][CH3:14])=[O:12])[CH:10]=1)[NH:7][N:6]=[CH:5]2.[CH3:15][O:16][CH:17]([O:20][CH3:21])[CH2:18]Br.[I-].[K+].N12CCCN=C1CCCCC2.[NH4+].[Cl-]. (7) Given the product [OH:20][C@H:5]1[C@H:4]([NH:1][C:54](=[O:55])[O:53][C:49]([CH3:52])([CH3:51])[CH3:50])[CH2:10][CH2:9][C@@H:8]([C:11]2[N:15]([CH3:16])[N:14]=[CH:13][C:12]=2[N+:17]([O-:19])=[O:18])[O:7][CH2:6]1, predict the reactants needed to synthesize it. The reactants are: [N:1]([C@@H:4]1[CH2:10][CH2:9][C@@H:8]([C:11]2[N:15]([CH3:16])[N:14]=[CH:13][C:12]=2[N+:17]([O-:19])=[O:18])[O:7][CH2:6][C@H:5]1[OH:20])=[N+]=[N-].C1(P(C2C=CC=CC=2)C2C=CC=CC=2)C=CC=CC=1.CCN(C(C)C)C(C)C.[C:49]([O:53][C:54](O[C:54]([O:53][C:49]([CH3:52])([CH3:51])[CH3:50])=[O:55])=[O:55])([CH3:52])([CH3:51])[CH3:50].